From a dataset of Catalyst prediction with 721,799 reactions and 888 catalyst types from USPTO. Predict which catalyst facilitates the given reaction. Reactant: [CH3:1][C:2]1[CH:7]=[C:6]([CH3:8])[CH:5]=[C:4]([CH3:9])[C:3]=1[NH:10][C:11]([NH:13][C:14]1[C:15]([C:24]([N:26]2[CH2:31][CH2:30][NH:29][CH2:28][C@H:27]2[C:32]([O:34][CH3:35])=[O:33])=[O:25])=[CH:16][C:17]2[C:22]([CH:23]=1)=[CH:21][CH:20]=[CH:19][CH:18]=2)=[O:12].C(N(CC)CC)C.[CH3:43][S:44](Cl)(=[O:46])=[O:45]. Product: [CH3:43][S:44]([N:29]1[CH2:30][CH2:31][N:26]([C:24]([C:15]2[C:14]([NH:13][C:11]([NH:10][C:3]3[C:2]([CH3:1])=[CH:7][C:6]([CH3:8])=[CH:5][C:4]=3[CH3:9])=[O:12])=[CH:23][C:22]3[C:17](=[CH:18][CH:19]=[CH:20][CH:21]=3)[CH:16]=2)=[O:25])[C@H:27]([C:32]([O:34][CH3:35])=[O:33])[CH2:28]1)(=[O:46])=[O:45]. The catalyst class is: 2.